Dataset: Full USPTO retrosynthesis dataset with 1.9M reactions from patents (1976-2016). Task: Predict the reactants needed to synthesize the given product. (1) Given the product [Cl:1][C:2]1[CH:9]=[CH:8][C:5](/[CH:6]=[N:24]/[S@@:22]([C:19]([CH3:21])([CH3:20])[CH3:18])=[O:23])=[C:4]([F:10])[C:3]=1[O:11][C:12]1[CH:17]=[CH:16][CH:15]=[CH:14][CH:13]=1, predict the reactants needed to synthesize it. The reactants are: [Cl:1][C:2]1[CH:9]=[CH:8][C:5]([CH:6]=O)=[C:4]([F:10])[C:3]=1[O:11][C:12]1[CH:17]=[CH:16][CH:15]=[CH:14][CH:13]=1.[CH3:18][C:19]([S@:22]([NH2:24])=[O:23])([CH3:21])[CH3:20].O.O.O.O.O.O.O.O.O.O.S([O-])([O-])(=O)=O.[Na+].[Na+]. (2) Given the product [Br:1][C:2]1[CH:3]=[N:4][C:5](/[C:8](=[CH:15]\[C:14]2[CH:17]=[CH:18][CH:19]=[C:12]([Cl:11])[C:13]=2[F:20])/[C:9]#[N:10])=[N:6][CH:7]=1, predict the reactants needed to synthesize it. The reactants are: [Br:1][C:2]1[CH:3]=[N:4][C:5]([CH2:8][C:9]#[N:10])=[N:6][CH:7]=1.[Cl:11][C:12]1[C:13]([F:20])=[C:14]([CH:17]=[CH:18][CH:19]=1)[CH:15]=O.C[O-].[Na+]. (3) Given the product [CH:1]1[C:11]2[CH2:10][CH2:9][C:8]3[CH:12]=[CH:13][CH:14]=[CH:15][C:7]=3[C:6](=[CH:16][C:17]3[CH:22]=[CH:21][C:20]([NH:23][S:26](=[O:28])(=[O:27])[N:25]([CH3:30])[CH3:24])=[CH:19][CH:18]=3)[C:5]=2[CH:4]=[CH:3][CH:2]=1, predict the reactants needed to synthesize it. The reactants are: [CH:1]1[C:11]2[CH2:10][CH2:9][C:8]3[CH:12]=[CH:13][CH:14]=[CH:15][C:7]=3[C:6](=[CH:16][C:17]3[CH:22]=[CH:21][C:20]([NH2:23])=[CH:19][CH:18]=3)[C:5]=2[CH:4]=[CH:3][CH:2]=1.[CH3:24][N:25]([CH3:30])[S:26](Cl)(=[O:28])=[O:27]. (4) Given the product [OH:9][CH:8]([CH2:7][CH2:6][NH:5][C:3](=[O:4])[C:2]([F:10])([F:11])[F:1])[CH2:16][C:15]([O:17][CH:18]([CH3:20])[CH3:19])=[O:14], predict the reactants needed to synthesize it. The reactants are: [F:1][C:2]([F:11])([F:10])[C:3]([NH:5][CH2:6][CH2:7][CH:8]=[O:9])=[O:4].C[Si](C)(C)[O:14][C:15]([O:17][CH:18]([CH3:20])[CH3:19])=[CH2:16]. (5) The reactants are: [NH2:1][CH2:2][CH2:3][C:4]1[CH:9]=[C:8]([F:10])[C:7]([OH:11])=[C:6]([F:12])[CH:5]=1.[C:13](O[C:13]([O:15][C:16]([CH3:19])([CH3:18])[CH3:17])=[O:14])([O:15][C:16]([CH3:19])([CH3:18])[CH3:17])=[O:14]. Given the product [C:16]([O:15][C:13](=[O:14])[NH:1][CH2:2][CH2:3][C:4]1[CH:5]=[C:6]([F:12])[C:7]([OH:11])=[C:8]([F:10])[CH:9]=1)([CH3:19])([CH3:18])[CH3:17], predict the reactants needed to synthesize it. (6) Given the product [C:20]([O:1][CH2:2][C:3]1[CH:4]=[CH:5][CH:6]=[C:7]2[C:12]=1[CH2:11][N:10]([C:13]([O:15][C:16]([CH3:19])([CH3:18])[CH3:17])=[O:14])[CH2:9][CH2:8]2)(=[O:22])[CH3:21], predict the reactants needed to synthesize it. The reactants are: [OH:1][CH2:2][C:3]1[CH:4]=[CH:5][CH:6]=[C:7]2[C:12]=1[CH2:11][N:10]([C:13]([O:15][C:16]([CH3:19])([CH3:18])[CH3:17])=[O:14])[CH2:9][CH2:8]2.[C:20](OC(=O)C)(=[O:22])[CH3:21]. (7) Given the product [NH:28]1[C:29]2[C:25](=[CH:24][C:23]([NH:22][C:21]3[C:18]([C:19]#[N:20])=[CH:17][N:16]=[CH:15][C:14]=3[C:10]3[CH:11]=[CH:12][CH:13]=[C:8]([C:6]4[S:7][C:3]([CH2:1][N:50]5[CH2:51][CH2:52][N:47]([CH3:46])[CH2:48][CH2:49]5)=[CH:4][CH:5]=4)[CH:9]=3)=[CH:31][CH:30]=2)[CH:26]=[CH:27]1, predict the reactants needed to synthesize it. The reactants are: [CH:1]([C:3]1[S:7][C:6]([C:8]2[CH:9]=[C:10]([C:14]3[CH:15]=[N:16][CH:17]=[C:18]([C:21]=3[NH:22][C:23]3[CH:24]=[C:25]4[C:29](=[CH:30][CH:31]=3)[NH:28][CH:27]=[CH:26]4)[C:19]#[N:20])[CH:11]=[CH:12][CH:13]=2)=[CH:5][CH:4]=1)=O.[BH-](OC(C)=O)(OC(C)=O)OC(C)=O.[Na+].[CH3:46][N:47]1[CH2:52][CH2:51][NH:50][CH2:49][CH2:48]1. (8) Given the product [Br:8][C:18]1[N:17]=[C:16]([C@@H:19]2[CH2:27][CH2:26][C@@H:25]3[N:21]([C:22](=[O:28])[CH2:23][CH2:24]3)[CH2:20]2)[N:12]2[CH:13]=[CH:14][N:15]=[C:10]([Cl:9])[C:11]=12, predict the reactants needed to synthesize it. The reactants are: C1C(=O)N([Br:8])C(=O)C1.[Cl:9][C:10]1[C:11]2[N:12]([C:16]([C@@H:19]3[CH2:27][CH2:26][C@@H:25]4[N:21]([C:22](=[O:28])[CH2:23][CH2:24]4)[CH2:20]3)=[N:17][CH:18]=2)[CH:13]=[CH:14][N:15]=1. (9) The reactants are: [ClH:1].[ClH:2].CN[C@@H]1CCN([C:10]2[CH:11]=[C:12](NCCC3C=CC=CC=3)[N:13]=[N:14][CH:15]=2)C1.C(OC(=O)N(C)[C@@H]1CCN(C2C=C(NCCC3C=CC=CC=3)N=NC=2)C1)(C)(C)C.CCOCC.[ClH:59]. Given the product [Cl:1][C:12]1[N:13]=[N:14][CH:15]=[C:10]([Cl:59])[C:11]=1[Cl:2], predict the reactants needed to synthesize it. (10) Given the product [CH:1]1([C:7]2[C:15]3[C:10](=[CH:11][C:12]([C:16]([OH:18])=[O:17])=[CH:13][CH:14]=3)[N:9]([CH2:19][C:20]([N:22]3[CH2:23][CH2:24][O:25][CH2:26][CH2:27]3)=[O:21])[C:8]=2[C:28]2[CH:33]=[CH:32][C:31]([C:90]3[CH:91]=[CH:92][C:87]([O:86][CH3:85])=[CH:88][CH:89]=3)=[CH:30][CH:29]=2)[CH2:6][CH2:5][CH2:4][CH2:3][CH2:2]1, predict the reactants needed to synthesize it. The reactants are: [CH:1]1([C:7]2[C:15]3[C:10](=[CH:11][C:12]([C:16]([OH:18])=[O:17])=[CH:13][CH:14]=3)[N:9]([CH2:19][C:20]([N:22]3[CH2:27][CH2:26][O:25][CH2:24][CH2:23]3)=[O:21])[C:8]=2[C:28]2[CH:33]=[CH:32][C:31](C3C=CC(N(C)C)=CC=3)=[CH:30][CH:29]=2)[CH2:6][CH2:5][CH2:4][CH2:3][CH2:2]1.COC(C1C=C2C(C(C3CCCCC3)=C(C3C=CC(OS(C(F)(F)F)(=O)=O)=CC=3)N2CC(N2CCOCC2)=O)=CC=1)=O.[CH3:85][O:86][C:87]1[CH:92]=[CH:91][C:90](B(O)O)=[CH:89][CH:88]=1.